Dataset: Full USPTO retrosynthesis dataset with 1.9M reactions from patents (1976-2016). Task: Predict the reactants needed to synthesize the given product. Given the product [NH4+:2].[OH-:17].[CH3:1][N:2]1[C:10]2[C:5](=[CH:6][CH:7]=[CH:8][CH:9]=2)[CH:4]=[C:3]1[C:11]1[CH:12]=[N:13][CH:14]=[C:15]([CH:19]=1)[C:16]([NH2:26])=[O:17], predict the reactants needed to synthesize it. The reactants are: [CH3:1][N:2]1[C:10]2[C:5](=[CH:6][CH:7]=[CH:8][CH:9]=2)[CH:4]=[C:3]1[C:11]1[CH:12]=[N:13][CH:14]=[C:15]([CH:19]=1)[C:16](O)=[O:17].C1C=CC2N(O)N=[N:26]C=2C=1.CCN=C=NCCCN(C)C.CCN(C(C)C)C(C)C.[Cl-].[NH4+].